Dataset: Experimentally validated miRNA-target interactions with 360,000+ pairs, plus equal number of negative samples. Task: Binary Classification. Given a miRNA mature sequence and a target amino acid sequence, predict their likelihood of interaction. (1) Result: 1 (interaction). The miRNA is hsa-miR-3612 with sequence AGGAGGCAUCUUGAGAAAUGGA. The protein sequence of the target gene is MVHFLHPGHTPRNIVPPDAQKDALGCCVVQEEASPYTLVNICLNVLIANLEKLCSERPDGTLCLPEHWSFPQEVAERFLRVMTWQGKLTDRTASIFRGNQMKLKLVNIQKAKISTAAFIKAFCRHKLIELNATAVHADLPVPDIISGLCSNRWIQQNLQCLLLDSTSIPQNSRLLFFSQLTGLRILSVFNVCFHTEDLANVSQLPRLESLDISNTLVTDISALLTCKDRLKSLTMHYLKCLAMTKSQILAVIRELKCLLHLDISDHRQLKSDLAFHLLQQKDILPNVVSLDISGGNCITD.... (2) The miRNA is hsa-miR-664b-3p with sequence UUCAUUUGCCUCCCAGCCUACA. The protein sequence of the target gene is MAKRLCAGSALCVRGPRGPAPLLLVGLALLGAARAREEAGGGFSLHPPYFNLAEGARIAASATCGEEAPARGSPRPTEDLYCKLVGGPVAGGDPNQTIRGQYCDICTAANSNKAHPASNAIDGTERWWQSPPLSRGLEYNEVNVTLDLGQVFHVAYVLIKFANSPRPDLWVLERSMDFGRTYQPWQFFASSKRDCLERFGPQTLERITRDDAAICTTEYSRIVPLENGEIVVSLVNGRPGAMNFSYSPLLREFTKATNVRLRFLRTNTLLGHLMGKALRDPTVTRRYYYSIKDISIGGRC.... Result: 0 (no interaction). (3) The miRNA is hsa-miR-8076 with sequence UAUAUGGACUUUUCUGAUACAAUG. The protein sequence of the target gene is MSSDEKGISPAHKTSTPTHRSASSSTSSQRDSRQSIHILERTASSSTEPSVSRQLLEPEPVPLSKEADSWEIIEGLKIGQTNVQKPDKHEGFMLKKRKWPLKGWHKRFFVLDNGMLKYSKAPLDIQKGKVHGSIDVGLSVMSIKKKARRIDLDTEEHIYHLKVKSQDWFDAWVSKLRHHRLYRQNEIVRSPRDASFHIFPSTSTAESSPAANVSVMDGKMQPNSFPWQSPLPCSNSLPATCTTGQSKVAAWLQDSEEMDRCAEDLAHCQSNLVELSKLLQNLEILQRTQSAPNFTDMQAN.... Result: 0 (no interaction). (4) The miRNA is hsa-miR-1271-3p with sequence AGUGCCUGCUAUGUGCCAGGCA. The protein sequence of the target gene is MARSRLPATSLRKPWKLDRQKLPSPDSGHSLLCGWSPGGKARPAGNTGAWAPAEQFFPASNRTREGGGLWPPLPLQSSPAAPTMLDSSAAEQVTRLTLKLLGQKLEQERQNVEGGPEGLHLEPGNEDRPDDALQTALKRRRDLLQRLREQHLLDELSRAQAWSGPSRGALGSALPPELPPTGILPTASPSPLAPDPPRIILPTVPQPPATIIQQLPQQPLIAQIPPPQAFPTQRSGSIKEDMVELLLLQNAQVHQLVLQNWMLKALPPALQDPPHVPPRVPRAARPRLPAVHHHHHHHHA.... Result: 0 (no interaction). (5) The miRNA is mmu-miR-466m-3p with sequence UACAUACACACAUACACACGCA. The protein sequence of the target gene is MASVSTHGNQEKSPHLPPLSKQSLLFCPKSKLHIHRGEIAKIIRECQEESFWKRALPFSLISMLVTQGLVHQGYLAANPRFGSLPKVALAGLLGFGLGKASYIRVCQSKFHSFEDQLRGAGFGPEHNRHCLLTCEDCKTRRGLSEKAGSQPSAS. Result: 1 (interaction). (6) The miRNA is hsa-miR-6855-5p with sequence UUGGGGUUUGGGGUGCAGACAUUGC. The protein sequence of the target gene is MRELEAKATKDVERNLSRDLVQEEEQLMEEKKKKKDDKKKKEAAQKKATEQKIKVPEQIKPSVSQPQPANSNNGTSTATSTNNNAKRATANNQQPQQQQQQQQPQQQQPQQQPQPQPQQQQPQQQPQALPRYPREVPPRFRHQEHKQLLKRGQHFPVIAANLGSAVKVLNSQSESSALTNQQPQNNGEVQNSKNQSDINHSTSGSHYENSQRGPVSSTSDSSTNCKNAVVSDLSEKEAWPSAPGSDPELASECMDADSASSSESERNITIMASGNTGGEKDGLRNSTGLGSQNKFVVGSS.... Result: 1 (interaction). (7) The miRNA is mmu-miR-6380 with sequence UGUAAGUGCUUUUAACUGCUGAGC. The protein sequence of the target gene is MAKIILRHLIEIPVRYQEEFEARGLEDCRLDHALYALPGPTIVDLRKTRAAQSPPVDSAAETPPREGKSHFQILLDVVQFLPEDIIIQTFEGWLLIKAQHGTRMDEHGFISRSFTRQYKLPDGVEIKDLSAVLCHDGILVVEVKDPVGTK. Result: 0 (no interaction).